This data is from Peptide-MHC class II binding affinity with 134,281 pairs from IEDB. The task is: Regression. Given a peptide amino acid sequence and an MHC pseudo amino acid sequence, predict their binding affinity value. This is MHC class II binding data. (1) The peptide sequence is FNLIDTKCYKLEH. The MHC is DRB1_0101 with pseudo-sequence DRB1_0101. The binding affinity (normalized) is 0.207. (2) The peptide sequence is LEQDKCVTVMAPDKP. The MHC is DRB1_0405 with pseudo-sequence DRB1_0405. The binding affinity (normalized) is 0.00401. (3) The peptide sequence is INEPTAACIAYGLDR. The MHC is HLA-DQA10501-DQB10301 with pseudo-sequence HLA-DQA10501-DQB10301. The binding affinity (normalized) is 0.676. (4) The peptide sequence is INRQILDNAAKYVEH. The MHC is DRB1_1302 with pseudo-sequence DRB1_1302. The binding affinity (normalized) is 0.638. (5) The peptide sequence is EKKYFAATQFESLAA. The MHC is DRB1_0701 with pseudo-sequence DRB1_0701. The binding affinity (normalized) is 0.834. (6) The peptide sequence is ILVLILAHPSKRSQK. The MHC is DRB1_0301 with pseudo-sequence DRB1_0301. The binding affinity (normalized) is 0.803.